Dataset: Catalyst prediction with 721,799 reactions and 888 catalyst types from USPTO. Task: Predict which catalyst facilitates the given reaction. (1) Reactant: [NH2:1][C:2]1[C:3]([NH:13][C:14]2[CH:19]=[CH:18][C:17]([Cl:20])=[CH:16][CH:15]=2)=[N:4][C:5]([C:11]#[N:12])=[N:6][C:7]=1[NH:8][CH2:9][CH3:10].[CH:21]([N:24]=C=NC(C)C)(C)C.N1CCNCC1. Product: [NH2:24][C:21]1[N:8]([CH2:9][CH3:10])[C:7]2[C:2]([N:1]=1)=[C:3]([NH:13][C:14]1[CH:19]=[CH:18][C:17]([Cl:20])=[CH:16][CH:15]=1)[N:4]=[C:5]([C:11]#[N:12])[N:6]=2. The catalyst class is: 10. (2) Reactant: C[Si]([N-][Si](C)(C)C)(C)C.[K+].C1C[O:14]CC1.[Br:16][C:17]1[CH:18]=[C:19]([C:23]2[CH:38]=[C:26]3[N:27]=[C:28]([CH3:37])[C:29]([CH2:32][C:33]([O:35][CH3:36])=[O:34])=[C:30]([I:31])[N:25]3[N:24]=2)[CH:20]=[CH:21][CH:22]=1.C1(C2ON2S(C2C=CC=CC=2)(=O)=O)C=CC=CC=1. Product: [Br:16][C:17]1[CH:18]=[C:19]([C:23]2[CH:38]=[C:26]3[N:27]=[C:28]([CH3:37])[C:29]([CH:32]([OH:14])[C:33]([O:35][CH3:36])=[O:34])=[C:30]([I:31])[N:25]3[N:24]=2)[CH:20]=[CH:21][CH:22]=1. The catalyst class is: 1. (3) Reactant: [Br:1][C:2]1[CH:7]=[CH:6][C:5]([C:8]([C:10]2[N:15]=[CH:14][CH:13]=[CH:12][N:11]=2)=O)=[C:4]([F:16])[CH:3]=1.[NH:17]([C:19]([O:21][C:22]([CH3:25])([CH3:24])[CH3:23])=[O:20])[NH2:18]. Product: [Br:1][C:2]1[CH:7]=[CH:6][C:5]([C:8]([C:10]2[N:15]=[CH:14][CH:13]=[CH:12][N:11]=2)=[N:18][NH:17][C:19]([O:21][C:22]([CH3:25])([CH3:24])[CH3:23])=[O:20])=[C:4]([F:16])[CH:3]=1. The catalyst class is: 404. (4) Reactant: Cl.[NH2:2]O.C(=O)(O)[O-].[Na+].O.[CH2:10]=[C:11]([C:13]1[NH:23][C:16]2[CH:17]=[N:18][C:19]([C:21]#[N:22])=[CH:20][C:15]=2[N:14]=1)[CH3:12]. Product: [CH2:10]=[C:11]([C:13]1[NH:23][C:16]2[CH:17]=[N:18][C:19]([C:21](=[NH:2])[NH2:22])=[CH:20][C:15]=2[N:14]=1)[CH3:12]. The catalyst class is: 8. (5) Reactant: [C:1]([S@@:5](/[N:7]=[CH:8]/[CH:9]1[CH2:14][CH2:13][N:12]([C:15]([O:17][C:18]([CH3:21])([CH3:20])[CH3:19])=[O:16])[CH2:11][CH2:10]1)=[O:6])([CH3:4])([CH3:3])[CH3:2].[CH3:22][Mg+].[Br-]. Product: [CH3:2][C:1]([CH3:4])([S@@:5]([NH:7][C@@H:8]([CH:9]1[CH2:14][CH2:13][N:12]([C:15]([O:17][C:18]([CH3:21])([CH3:20])[CH3:19])=[O:16])[CH2:11][CH2:10]1)[CH3:22])=[O:6])[CH3:3]. The catalyst class is: 2.